The task is: Predict the product of the given reaction.. This data is from Forward reaction prediction with 1.9M reactions from USPTO patents (1976-2016). (1) The product is: [CH2:18]([O:17][C:15](=[O:16])[NH:14][CH:10]([N:1]1[C:5]2[CH:6]=[CH:7][CH:8]=[CH:9][C:4]=2[N:3]=[N:2]1)[C:11](=[O:12])[NH:31][C:32]1[CH:37]=[CH:36][CH:35]=[CH:34][C:33]=1[C:38](=[O:47])[CH2:39][CH2:40][C:41]1[CH:42]=[CH:43][CH:44]=[CH:45][CH:46]=1)[C:19]1[CH:20]=[CH:21][CH:22]=[CH:23][CH:24]=1. Given the reactants [N:1]1([CH:10]([NH:14][C:15]([O:17][CH2:18][C:19]2[CH:24]=[CH:23][CH:22]=[CH:21][CH:20]=2)=[O:16])[C:11](O)=[O:12])[C:5]2[CH:6]=[CH:7][CH:8]=[CH:9][C:4]=2[N:3]=[N:2]1.C(Cl)(=O)C(Cl)=O.[NH2:31][C:32]1[CH:37]=[CH:36][CH:35]=[CH:34][C:33]=1[C:38](=[O:47])[CH2:39][CH2:40][C:41]1[CH:46]=[CH:45][CH:44]=[CH:43][CH:42]=1.CN1CCOCC1, predict the reaction product. (2) Given the reactants CS([O:5][CH2:6][CH2:7][O:8][CH2:9][C:10]1[CH:15]=[CH:14][CH:13]=[CH:12][C:11]=1[O:16][CH3:17])(=O)=O.CN([CH:21]=[O:22])C.[C:23](=[O:26])([O-])[O-].[K+].[K+], predict the reaction product. The product is: [CH3:17][O:16][C:11]1[CH:12]=[CH:13][CH:14]=[CH:15][C:10]=1[CH2:9][O:8][CH2:7][CH2:6][O:5][C:10]1[CH:15]=[CH:14][C:13]([C:23]([O:22][CH3:21])=[O:26])=[CH:12][CH:11]=1. (3) Given the reactants [CH3:1][C:2]1([CH3:16])[CH2:11][C:10]2[NH:9][C:8](=[S:12])[C:7]([C:13]#[N:14])=[CH:6][C:5]=2[C:4](=[O:15])[CH2:3]1.[OH-].[K+].Br[CH2:20][CH2:21][CH2:22][CH3:23].O, predict the reaction product. The product is: [CH2:20]([S:12][C:8]1[C:7]([C:13]#[N:14])=[CH:6][C:5]2[C:4](=[O:15])[CH2:3][C:2]([CH3:16])([CH3:1])[CH2:11][C:10]=2[N:9]=1)[CH2:21][CH2:22][CH3:23]. (4) Given the reactants [NH2:1][CH2:2][C:3]1[N:7]2[N:8]=[C:9]([C:12]3[CH:17]=[CH:16][C:15]([N:18]4[CH2:22][CH2:21][CH2:20][C:19]4=[O:23])=[C:14]([F:24])[CH:13]=3)[CH:10]=[CH:11][C:6]2=[N:5][N:4]=1.Cl[C:26]1[CH:27]=[CH:28][N:29]=[C:30]2[C:35]=1[N:34]=[CH:33][C:32]([O:36][CH3:37])=[CH:31]2.CC(O)CC, predict the reaction product. The product is: [F:24][C:14]1[CH:13]=[C:12]([C:9]2[CH:10]=[CH:11][C:6]3[N:7]([C:3]([CH2:2][NH:1][C:26]4[C:35]5[C:30](=[CH:31][C:32]([O:36][CH3:37])=[CH:33][N:34]=5)[N:29]=[CH:28][CH:27]=4)=[N:4][N:5]=3)[N:8]=2)[CH:17]=[CH:16][C:15]=1[N:18]1[CH2:22][CH2:21][CH2:20][C:19]1=[O:23]. (5) Given the reactants Br[C:2]1[CH:7]=[CH:6][C:5]([O:8][CH3:9])=[CH:4][CH:3]=1.[CH3:10][O:11][Si:12](OC)([CH3:14])[CH3:13], predict the reaction product. The product is: [CH3:9][O:8][C:5]1[CH:6]=[CH:7][C:2]([CH2:10][O:11][SiH:12]([CH3:14])[CH3:13])=[CH:3][CH:4]=1. (6) Given the reactants [CH3:1][C:2]1[C:15]2[C:16]3=[C:17]4[C:12](=[CH:13][CH:14]=2)[CH:11]=[CH:10][CH:9]=[C:8]4[CH:7]=[CH:6][C:5]3=[CH:4][CH:3]=1.[C:18](Cl)([CH3:21])([CH3:20])[CH3:19].ClCCl.[Cl-].[Al+3].[Cl-].[Cl-], predict the reaction product. The product is: [C:18]([C:10]1[CH:9]=[C:8]2[C:17]3=[C:16]4[C:5](=[CH:4][CH:3]=[C:2]([CH3:1])[C:15]4=[CH:14][CH:13]=[C:12]3[CH:11]=1)[CH:6]=[CH:7]2)([CH3:21])([CH3:20])[CH3:19]. (7) The product is: [F:1][C:2]([F:36])([F:35])[C:3]1[CH:4]=[C:5]([C:13]([CH3:34])([CH3:33])[C:14]([N:16]([C:18]2[CH:19]=[N:20][C:21]([N:42]3[CH2:41][CH2:40][NH:39][C@H:38]([CH3:37])[CH2:43]3)=[CH:22][C:23]=2[C:24]2[CH:29]=[CH:28][C:27]([F:30])=[CH:26][C:25]=2[CH3:31])[CH3:17])=[O:15])[CH:6]=[C:7]([C:9]([F:12])([F:11])[F:10])[CH:8]=1. Given the reactants [F:1][C:2]([F:36])([F:35])[C:3]1[CH:4]=[C:5]([C:13]([CH3:34])([CH3:33])[C:14]([N:16]([C:18]2[CH:19]=[N:20][C:21](Cl)=[CH:22][C:23]=2[C:24]2[CH:29]=[CH:28][C:27]([F:30])=[CH:26][C:25]=2[CH3:31])[CH3:17])=[O:15])[CH:6]=[C:7]([C:9]([F:12])([F:11])[F:10])[CH:8]=1.[CH3:37][C@@H:38]1[CH2:43][NH:42][CH2:41][CH2:40][NH:39]1.C(=O)([O-])[O-].[K+].[K+], predict the reaction product.